This data is from Full USPTO retrosynthesis dataset with 1.9M reactions from patents (1976-2016). The task is: Predict the reactants needed to synthesize the given product. (1) Given the product [CH2:19]([C:8]1[N:7]=[C:6]([C:4]([OH:5])=[O:3])[C:11]([NH:12][C:13]2[CH:14]=[N:15][CH:16]=[N:17][CH:18]=2)=[CH:10][CH:9]=1)[CH3:20], predict the reactants needed to synthesize it. The reactants are: C([O:3][C:4]([C:6]1[C:11]([NH:12][C:13]2[CH:14]=[N:15][CH:16]=[N:17][CH:18]=2)=[CH:10][CH:9]=[C:8]([CH2:19][CH3:20])[N:7]=1)=[O:5])C.[OH-].[Li+]. (2) Given the product [CH2:1]([O:3][C:4]([C:6]1[N:7]([C:26]2[CH:27]=[CH:28][C:23]([O:22][CH:19]([CH3:21])[CH3:20])=[CH:24][CH:25]=2)[C:8]2[C:13]([C:14]=1[C:15](=[O:17])[CH3:16])=[CH:12][C:11]([Br:18])=[CH:10][CH:9]=2)=[O:5])[CH3:2], predict the reactants needed to synthesize it. The reactants are: [CH2:1]([O:3][C:4]([C:6]1[NH:7][C:8]2[C:13]([C:14]=1[C:15](=[O:17])[CH3:16])=[CH:12][C:11]([Br:18])=[CH:10][CH:9]=2)=[O:5])[CH3:2].[CH:19]([O:22][C:23]1[CH:28]=[CH:27][C:26](B(O)O)=[CH:25][CH:24]=1)([CH3:21])[CH3:20]. (3) Given the product [CH2:27]([O:29][C:30](=[O:53])[CH2:31][N:32]1[C:40]2[C:35](=[CH:36][C:37]([Cl:41])=[CH:38][CH:39]=2)[C:34]([C:42]2[C:43]([OH:51])=[CH:44][C:45]3[O:49][CH2:48][CH2:47][C:46]=3[CH:50]=2)([CH2:5][OH:16])[C:33]1=[O:52])[CH3:28], predict the reactants needed to synthesize it. The reactants are: BrC1C=CC=C2C=1C(C1C(O)=CC3OCOC=3C=1)[C:5](=[O:16])N2CCCCC.[CH2:27]([O:29][C:30](=[O:53])[CH2:31][N:32]1[C:40]2[C:35](=[CH:36][C:37]([Cl:41])=[CH:38][CH:39]=2)[CH:34]([C:42]2[C:43]([OH:51])=[CH:44][C:45]3[O:49][CH2:48][CH2:47][C:46]=3[CH:50]=2)[C:33]1=[O:52])[CH3:28]. (4) Given the product [CH2:23]([O:4][C:3](=[O:5])[CH:2]([OH:1])[C:6]([CH2:11][C:12]([O:14][CH2:51][C:46]1[CH:45]=[CH:50][CH:49]=[CH:48][CH:47]=1)=[O:13])([C:8]([O:10][CH2:53][C:54]1[CH:59]=[CH:58][CH:57]=[CH:56][CH:55]=1)=[O:9])[OH:7])[C:21]1[CH:26]=[CH:27][CH:61]=[CH:18][CH:17]=1, predict the reactants needed to synthesize it. The reactants are: [OH:1][CH:2]([C:6]([CH2:11][C:12]([O-:14])=[O:13])([C:8]([O-:10])=[O:9])[OH:7])[C:3]([O-:5])=[O:4].[Ca+2].O[CH:17]([C:21]([CH2:26][C:27]([O-])=O)([C:23]([O-])=O)O)[C:18]([O-])=O.[Ca+2].[Ca+2].[C:46]1([CH3:51])[C:47](S(OS([C:45]2[C:46]([CH3:51])=[CH:47][CH:48]=[CH:49][CH:50]=2)(=O)=O)(=O)=O)=[CH:48][CH:49]=[CH:50][CH:45]=1.[CH2:53](O)[C:54]1[CH:59]=[CH:58][CH:57]=[CH:56][CH:55]=1.[C:61](=O)([O-])O.[Na+]. (5) Given the product [OH:1][C:2]1[C:10]([CH3:11])=[CH:9][C:8]([I:12])=[CH:7][C:3]=1[C:4]([O:6][CH3:17])=[O:5], predict the reactants needed to synthesize it. The reactants are: [OH:1][C:2]1[C:10]([CH3:11])=[CH:9][C:8]([I:12])=[CH:7][C:3]=1[C:4]([OH:6])=[O:5].S(Cl)(Cl)=O.[CH3:17]O.